This data is from Reaction yield outcomes from USPTO patents with 853,638 reactions. The task is: Predict the reaction yield, written as a fraction of the theoretical maximum amount of product (1.0 means a 100% yield; for example, 0.34 means a 34% yield). (1) The reactants are [CH3:1][O:2][C:3](=[O:23])[C:4]1[CH:9]=[C:8]([N+:10]([O-])=O)[C:7]([NH2:13])=[C:6]([F:14])[C:5]=1[NH:15][C:16]1[CH:21]=[CH:20][CH:19]=[CH:18][C:17]=1[Cl:22]. The catalyst is CC(O)=O.C(OCC)(=O)C.[Zn]. The product is [CH3:1][O:2][C:3](=[O:23])[C:4]1[CH:9]=[C:8]([NH2:10])[C:7]([NH2:13])=[C:6]([F:14])[C:5]=1[NH:15][C:16]1[CH:21]=[CH:20][CH:19]=[CH:18][C:17]=1[Cl:22]. The yield is 0.480. (2) The reactants are C([O:3][C:4]([C:6]1[N:7]=[C:8]([CH:11]2[CH2:16][CH2:15][N:14]([C:17](=[O:29])[CH2:18][N:19]3[C:23]([CH3:24])=[CH:22][C:21]([C:25]([F:28])([F:27])[F:26])=[N:20]3)[CH2:13][CH2:12]2)[S:9][CH:10]=1)=[O:5])C.[OH-].[Na+].Cl. The catalyst is C1COCC1. The product is [CH3:24][C:23]1[N:19]([CH2:18][C:17]([N:14]2[CH2:15][CH2:16][CH:11]([C:8]3[S:9][CH:10]=[C:6]([C:4]([OH:5])=[O:3])[N:7]=3)[CH2:12][CH2:13]2)=[O:29])[N:20]=[C:21]([C:25]([F:28])([F:26])[F:27])[CH:22]=1. The yield is 0.940. (3) The reactants are [CH3:1][C:2]1([CH3:21])[C:6]2[C:7]([O:11][C:12]3[CH:17]=[CH:16][C:15]([N+:18]([O-])=O)=[CH:14][CH:13]=3)=[CH:8][CH:9]=[CH:10][C:5]=2[O:4][CH2:3]1.[Cl-].[NH4+]. The product is [CH3:1][C:2]1([CH3:21])[C:6]2[C:7]([O:11][C:12]3[CH:17]=[CH:16][C:15]([NH2:18])=[CH:14][CH:13]=3)=[CH:8][CH:9]=[CH:10][C:5]=2[O:4][CH2:3]1. The yield is 0.760. The catalyst is O1CCCC1.O.[Zn]. (4) The reactants are [CH2:1]([CH:3]=[CH:4][PH:5](=[O:7])[OH:6])[CH3:2].[CH2:8](O)[CH2:9][OH:10]. The catalyst is C1(C)C=CC=CC=1. The product is [CH2:1]([CH:3]=[CH:4][PH:5](=[O:6])[O:7][CH2:8][CH2:9][OH:10])[CH3:2]. The yield is 0.940. (5) The reactants are [C:1]([N:4]1[C:13]2[C:8](=[CH:9][CH:10]=[CH:11][CH:12]=2)[C@@H:7]([OH:14])[CH2:6][C@@H:5]1[CH3:15])(=[O:3])[CH3:2].[F:16][C:17]1[CH:23]=[CH:22][CH:21]=[CH:20][C:18]=1N. No catalyst specified. The product is [C:1]([N:4]1[C:13]2[C:8](=[CH:9][CH:10]=[CH:11][CH:12]=2)[C@H:7]([O:14][C:18]2[CH:20]=[CH:21][CH:22]=[CH:23][C:17]=2[F:16])[CH2:6][C@@H:5]1[CH3:15])(=[O:3])[CH3:2]. The yield is 0.530. (6) The reactants are C([O:8][C:9]1[CH:18]=[C:17]2[C:12]([C:13]([O:19][C:20]3[CH:25]=[CH:24][C:23]([N+:26]([O-:28])=[O:27])=[CH:22][C:21]=3[F:29])=[CH:14][CH:15]=[N:16]2)=[CH:11][C:10]=1[O:30][CH3:31])C1C=CC=CC=1.Br. The catalyst is C(O)(=O)C.CCOCC. The product is [F:29][C:21]1[CH:22]=[C:23]([N+:26]([O-:28])=[O:27])[CH:24]=[CH:25][C:20]=1[O:19][C:13]1[C:12]2[C:17](=[CH:18][C:9]([OH:8])=[C:10]([O:30][CH3:31])[CH:11]=2)[N:16]=[CH:15][CH:14]=1. The yield is 0.975. (7) The reactants are [CH2:1]([N:8]([CH2:20][C:21]1[CH:26]=[CH:25][CH:24]=[CH:23][CH:22]=1)[CH:9]([C:13]1([OH:19])[CH2:18][CH2:17][CH2:16][CH2:15][CH2:14]1)[C:10]([OH:12])=[O:11])[C:2]1[CH:7]=[CH:6][CH:5]=[CH:4][CH:3]=1.F[C:28]1[CH:33]=[CH:32][CH:31]=[CH:30][C:29]=1[N+:34]([O-])=O.C[Si]([N-][Si](C)(C)C)(C)C.[K+].C1(C)C=CC=CC=1.OS([O-])(=O)=O.[K+]. The catalyst is C1COCC1.O. The product is [NH2:34][C:29]1[CH:30]=[CH:31][CH:32]=[CH:33][C:28]=1[O:19][C:13]1([CH:9]([N:8]([CH2:1][C:2]2[CH:3]=[CH:4][CH:5]=[CH:6][CH:7]=2)[CH2:20][C:21]2[CH:26]=[CH:25][CH:24]=[CH:23][CH:22]=2)[C:10]([OH:12])=[O:11])[CH2:14][CH2:15][CH2:16][CH2:17][CH2:18]1. The yield is 0.850. (8) The catalyst is O1CCCC1. The reactants are [CH3:1][C:2]1[CH:3]=[C:4]([CH2:9][N:10]2[C:14]3[CH:15]=[C:16]([N:23]4[CH2:28][CH2:27][O:26][CH2:25][CH2:24]4)[CH:17]=[C:18]([C:19]([O:21]C)=[O:20])[C:13]=3[N:12]=[C:11]2[CH3:29])[CH:5]=[CH:6][C:7]=1[CH3:8].[OH-].[Li+]. The yield is 0.660. The product is [CH3:1][C:2]1[CH:3]=[C:4]([CH2:9][N:10]2[C:14]3[CH:15]=[C:16]([N:23]4[CH2:24][CH2:25][O:26][CH2:27][CH2:28]4)[CH:17]=[C:18]([C:19]([OH:21])=[O:20])[C:13]=3[N:12]=[C:11]2[CH3:29])[CH:5]=[CH:6][C:7]=1[CH3:8].